From a dataset of Forward reaction prediction with 1.9M reactions from USPTO patents (1976-2016). Predict the product of the given reaction. (1) Given the reactants [CH:1]([C:3]1[CH:8]=[CH:7][C:6]([Mg]Br)=[CH:5][CH:4]=1)=[CH2:2].[F:11][C:12]([F:18])([F:17])[C:13](OC)=[O:14], predict the reaction product. The product is: [F:11][C:12]([F:18])([F:17])[C:13]([C:6]1[CH:7]=[CH:8][C:3]([CH:1]=[CH2:2])=[CH:4][CH:5]=1)=[O:14]. (2) Given the reactants [CH3:1][N:2]([CH3:31])[C:3]1[N:12]=[C:11]([NH:13][CH2:14][C:15]2[CH:20]=[CH:19][C:18]([NH:21][C:22]([CH:24]3[CH2:29][CH2:28][NH:27][CH2:26][CH2:25]3)=[O:23])=[CH:17][CH:16]=2)[C:10]2[C:5](=[CH:6][C:7]([CH3:30])=[CH:8][CH:9]=2)[N:4]=1.[F:32][C:33]1[CH:40]=[CH:39][C:38]([F:41])=[CH:37][C:34]=1[CH:35]=O.Cl, predict the reaction product. The product is: [F:32][C:33]1[CH:40]=[CH:39][C:38]([F:41])=[CH:37][C:34]=1[CH2:35][N:27]1[CH2:28][CH2:29][CH:24]([C:22]([NH:21][C:18]2[CH:17]=[CH:16][C:15]([CH2:14][NH:13][C:11]3[C:10]4[C:5](=[CH:6][C:7]([CH3:30])=[CH:8][CH:9]=4)[N:4]=[C:3]([N:2]([CH3:31])[CH3:1])[N:12]=3)=[CH:20][CH:19]=2)=[O:23])[CH2:25][CH2:26]1. (3) Given the reactants C([O:5][C:6](=[O:53])[CH2:7][CH2:8][N:9]([CH3:52])[S:10]([C:13]1[CH:14]=[C:15]([CH:49]=[CH:50][CH:51]=1)[C:16]([NH:18][C:19]1[S:20][C:21]2[CH2:48][CH2:47][CH2:46][CH2:45][C:22]=2[C:23]=1[C:24]([NH:26][C:27]1[CH:32]=[CH:31][C:30]([CH2:33][CH2:34][C:35]2[CH:44]=[CH:43][C:38]([C:39]([O:41]C)=[O:40])=[CH:37][CH:36]=2)=[CH:29][CH:28]=1)=[O:25])=[O:17])(=[O:12])=[O:11])(C)(C)C.FC(F)(F)C(O)=O.ClCCl.[OH-].[Na+], predict the reaction product. The product is: [C:6]([CH2:7][CH2:8][N:9]([CH3:52])[S:10]([C:13]1[CH:14]=[C:15]([CH:49]=[CH:50][CH:51]=1)[C:16]([NH:18][C:19]1[S:20][C:21]2[CH2:48][CH2:47][CH2:46][CH2:45][C:22]=2[C:23]=1[C:24]([NH:26][C:27]1[CH:32]=[CH:31][C:30]([CH2:33][CH2:34][C:35]2[CH:36]=[CH:37][C:38]([C:39]([OH:41])=[O:40])=[CH:43][CH:44]=2)=[CH:29][CH:28]=1)=[O:25])=[O:17])(=[O:12])=[O:11])([OH:53])=[O:5]. (4) Given the reactants Cl[C:2]1[C:3]([C:12]([NH:14][C:15]2[CH:20]=[CH:19][CH:18]=[C:17]([S:21](=[O:24])(=[O:23])[NH2:22])[CH:16]=2)=[O:13])=[N:4][C:5]2[C:10]([N:11]=1)=[CH:9][CH:8]=[CH:7][CH:6]=2.[F:25][C:26]1[CH:31]=[C:30]([F:32])[CH:29]=[CH:28][C:27]=1[OH:33].C(=O)([O-])[O-].[Cs+].[Cs+], predict the reaction product. The product is: [F:25][C:26]1[CH:31]=[C:30]([F:32])[CH:29]=[CH:28][C:27]=1[O:33][C:2]1[C:3]([C:12]([NH:14][C:15]2[CH:20]=[CH:19][CH:18]=[C:17]([S:21](=[O:24])(=[O:23])[NH2:22])[CH:16]=2)=[O:13])=[N:4][C:5]2[C:10]([N:11]=1)=[CH:9][CH:8]=[CH:7][CH:6]=2. (5) Given the reactants [Si:1]([O:8][CH:9]1[CH2:14][CH2:13][CH:12]([CH2:15][C@H:16]([NH:20][C:21](=[O:27])[O:22][C:23]([CH3:26])([CH3:25])[CH3:24])[CH2:17][NH:18][CH3:19])[CH2:11][CH2:10]1)([C:4]([CH3:7])([CH3:6])[CH3:5])([CH3:3])[CH3:2].CCN(CC)CC.Cl[C:36]([O:38][CH2:39][C:40]1[CH:45]=[CH:44][CH:43]=[CH:42][CH:41]=1)=[O:37].O, predict the reaction product. The product is: [Si:1]([O:8][CH:9]1[CH2:10][CH2:11][CH:12]([CH2:15][C@H:16]([NH:20][C:21](=[O:27])[O:22][C:23]([CH3:26])([CH3:25])[CH3:24])[CH2:17][N:18]([C:36]([O:38][CH2:39][C:40]2[CH:45]=[CH:44][CH:43]=[CH:42][CH:41]=2)=[O:37])[CH3:19])[CH2:13][CH2:14]1)([C:4]([CH3:6])([CH3:7])[CH3:5])([CH3:3])[CH3:2]. (6) Given the reactants C(OC(N1CC[C@@H](NC2C=CC(N3C[C@H](CNC(=O)C)OC3=O)=CC=2F)C1)=O)(C)(C)C.C([O:34][C:35]([C@H:37]1[C@@H:41]([CH2:42][NH:43][C:44]([O:46][C:47]([CH3:50])([CH3:49])[CH3:48])=[O:45])[CH2:40][N:39]([CH2:51][C:52]2[CH:57]=[CH:56][CH:55]=[CH:54][CH:53]=2)[CH2:38]1)=[O:36])C.O.[OH-].[Li+].O, predict the reaction product. The product is: [CH2:51]([N:39]1[CH2:40][C@H:41]([CH2:42][NH:43][C:44]([O:46][C:47]([CH3:48])([CH3:49])[CH3:50])=[O:45])[C@H:37]([C:35]([OH:36])=[O:34])[CH2:38]1)[C:52]1[CH:57]=[CH:56][CH:55]=[CH:54][CH:53]=1.